Dataset: Peptide-MHC class II binding affinity with 134,281 pairs from IEDB. Task: Regression. Given a peptide amino acid sequence and an MHC pseudo amino acid sequence, predict their binding affinity value. This is MHC class II binding data. (1) The peptide sequence is AAYLATRGLDVVDAV. The MHC is DRB3_0101 with pseudo-sequence DRB3_0101. The binding affinity (normalized) is 0.577. (2) The peptide sequence is PTPVNIIGRNMLTQIGC. The MHC is DRB1_1501 with pseudo-sequence DRB1_1501. The binding affinity (normalized) is 0.528.